Dataset: Peptide-MHC class II binding affinity with 134,281 pairs from IEDB. Task: Regression. Given a peptide amino acid sequence and an MHC pseudo amino acid sequence, predict their binding affinity value. This is MHC class II binding data. (1) The peptide sequence is GIDTNAYYVMTVGTKTFL. The MHC is DRB1_0301 with pseudo-sequence DRB1_0301. The binding affinity (normalized) is 0.141. (2) The peptide sequence is YVGHDEFDAFVAYHI. The MHC is HLA-DPA10201-DPB10101 with pseudo-sequence HLA-DPA10201-DPB10101. The binding affinity (normalized) is 0.466. (3) The peptide sequence is DAYVATLTEALRVIA. The MHC is HLA-DQA10301-DQB10302 with pseudo-sequence HLA-DQA10301-DQB10302. The binding affinity (normalized) is 0.418. (4) The peptide sequence is YAAQGYKVLVLNPSVAATHHHHHH. The MHC is DRB5_0101 with pseudo-sequence DRB5_0101. The binding affinity (normalized) is 0.666. (5) The peptide sequence is GTLHDKKSMGDDHFW. The MHC is HLA-DQA10501-DQB10201 with pseudo-sequence HLA-DQA10501-DQB10201. The binding affinity (normalized) is 0.259. (6) The peptide sequence is EKKYFAATQAEPLAA. The MHC is HLA-DQA10501-DQB10201 with pseudo-sequence HLA-DQA10501-DQB10201. The binding affinity (normalized) is 0.679. (7) The peptide sequence is VAVSEGKPTEKHIQI. The MHC is HLA-DQA10102-DQB10602 with pseudo-sequence HLA-DQA10102-DQB10602. The binding affinity (normalized) is 0.263.